From a dataset of Reaction yield outcomes from USPTO patents with 853,638 reactions. Predict the reaction yield, written as a fraction of the theoretical maximum amount of product (1.0 means a 100% yield; for example, 0.34 means a 34% yield). (1) The product is [Cl:16][C:17]1[CH:22]=[C:21]([C:2]2[N:7]=[N:6][C:5]([NH2:8])=[N:4][C:3]=2[C:9]2[CH:14]=[CH:13][C:12]([F:15])=[CH:11][CH:10]=2)[CH:20]=[C:19]([CH3:32])[N:18]=1. The reactants are Br[C:2]1[N:7]=[N:6][C:5]([NH2:8])=[N:4][C:3]=1[C:9]1[CH:14]=[CH:13][C:12]([F:15])=[CH:11][CH:10]=1.[Cl:16][C:17]1[CH:22]=[C:21](B2OC(C)(C)C(C)(C)O2)[CH:20]=[C:19]([CH3:32])[N:18]=1.C([O-])([O-])=O.[K+].[K+]. The yield is 0.610. The catalyst is O1CCOCC1.O. (2) The reactants are C(OC(=O)[NH:7][CH2:8][CH2:9][N:10]([CH2:23][CH2:24][CH2:25][CH2:26][CH3:27])[CH2:11][C:12]1[CH:17]=[CH:16][C:15]([O:18][C:19]([F:22])([F:21])[F:20])=[CH:14][CH:13]=1)(C)(C)C.FC(F)(F)C(O)=O. The catalyst is ClCCl. The product is [CH2:23]([N:10]([CH2:11][C:12]1[CH:13]=[CH:14][C:15]([O:18][C:19]([F:20])([F:21])[F:22])=[CH:16][CH:17]=1)[CH2:9][CH2:8][NH2:7])[CH2:24][CH2:25][CH2:26][CH3:27]. The yield is 0.950. (3) The reactants are C([O:5][C:6]([CH:8]1[CH:12]([C:13]2[CH:18]=[CH:17][CH:16]=[C:15]([F:19])[C:14]=2[F:20])[C:11]([C:23]2[CH:28]=[CH:27][C:26]([Cl:29])=[CH:25][C:24]=2[F:30])([C:21]#[N:22])[CH:10]([CH2:31][C:32]([CH3:35])([CH3:34])[CH3:33])[NH:9]1)=[O:7])(C)(C)C.[F:36][C:37]([F:42])([F:41])[C:38]([OH:40])=[O:39]. The catalyst is ClCCl. The product is [F:36][C:37]([F:42])([F:41])[C:38]([OH:40])=[O:39].[Cl:29][C:26]1[CH:27]=[CH:28][C:23]([C:11]2([C:21]#[N:22])[CH:10]([CH2:31][C:32]([CH3:35])([CH3:33])[CH3:34])[NH:9][CH:8]([C:6]([OH:7])=[O:5])[CH:12]2[C:13]2[CH:18]=[CH:17][CH:16]=[C:15]([F:19])[C:14]=2[F:20])=[C:24]([F:30])[CH:25]=1. The yield is 1.00. (4) The reactants are [NH2:1][C:2]1[CH:11]=[C:10]2[C:5]([CH2:6][CH2:7][CH:8]([N:12]([CH2:24][CH2:25][CH2:26][N:27]3[CH2:32][CH2:31][N:30]([CH3:33])[CH2:29][CH2:28]3)[C:13]([NH:15][C:16]3[CH:21]=[CH:20][C:19]([F:22])=[C:18]([Cl:23])[CH:17]=3)=[O:14])[CH2:9]2)=[CH:4][CH:3]=1.[C:34](Cl)(=[O:38])[CH:35]([CH3:37])[CH3:36].CCN(C(C)C)C(C)C. The catalyst is C(Cl)Cl. The product is [Cl:23][C:18]1[CH:17]=[C:16]([NH:15][C:13](=[O:14])[N:12]([CH:8]2[CH2:9][C:10]3[CH:11]=[C:2]([NH:1][C:34](=[O:38])[CH:35]([CH3:37])[CH3:36])[CH:3]=[CH:4][C:5]=3[CH2:6][CH2:7]2)[CH2:24][CH2:25][CH2:26][N:27]2[CH2:28][CH2:29][N:30]([CH3:33])[CH2:31][CH2:32]2)[CH:21]=[CH:20][C:19]=1[F:22]. The yield is 0.880. (5) The reactants are [Cl:1][C:2]1[CH:7]=[CH:6][N:5]=[C:4]([N:8]2[CH2:19][CH2:18][C:17]3[C:16]4[CH2:15][C:14]([CH3:21])([CH3:20])[CH2:13][C:12]=4[S:11][C:10]=3[C:9]2=[O:22])[C:3]=1[CH2:23][OH:24].C(N(CC)CC)C.[C:32](OC(=O)C)(=[O:34])[CH3:33]. No catalyst specified. The product is [C:32]([O:24][CH2:23][C:3]1[C:4]([N:8]2[CH2:19][CH2:18][C:17]3[C:16]4[CH2:15][C:14]([CH3:20])([CH3:21])[CH2:13][C:12]=4[S:11][C:10]=3[C:9]2=[O:22])=[N:5][CH:6]=[CH:7][C:2]=1[Cl:1])(=[O:34])[CH3:33]. The yield is 0.900. (6) The reactants are Br[C:2]1[CH:10]=[C:9]2[C:5]([CH:6]=[CH:7][N:8]2[Si:11]([CH:18]([CH3:20])[CH3:19])([CH:15]([CH3:17])[CH3:16])[CH:12]([CH3:14])[CH3:13])=[CH:4][CH:3]=1.C([Li])(C)(C)C.CCCCC.[C:31]1([S:37](F)(=[O:39])=[O:38])[CH:36]=[CH:35][CH:34]=[CH:33][CH:32]=1. The catalyst is C1COCC1. The product is [C:31]1([S:37]([C:2]2[CH:10]=[C:9]3[C:5]([CH:6]=[CH:7][N:8]3[Si:11]([CH:18]([CH3:20])[CH3:19])([CH:15]([CH3:17])[CH3:16])[CH:12]([CH3:14])[CH3:13])=[CH:4][CH:3]=2)(=[O:39])=[O:38])[CH:36]=[CH:35][CH:34]=[CH:33][CH:32]=1. The yield is 0.450. (7) The reactants are F[C:2]1C=CC(N(C2C=CC(OC3C=CN=CC=3)=CC=2)C(=O)CC(N)=O)=CC=1.Cl[C:29]1[N:34]=[CH:33]N=[C:31]([O:35][C:36]2[CH:41]=[CH:40][C:39]([NH:42][C:43]([NH:45][C:46](=[O:55])[CH2:47][C:48]3[CH:53]=[CH:52][C:51]([F:54])=[CH:50][CH:49]=3)=[S:44])=[CH:38][C:37]=2F)[CH:30]=1. No catalyst specified. The product is [F:54][C:51]1[CH:52]=[CH:53][C:48]([CH2:47][C:46]([NH:45][C:43]([NH:42][C:39]2[CH:40]=[CH:41][C:36]([O:35][C:31]3[CH:2]=[CH:33][N:34]=[CH:29][CH:30]=3)=[CH:37][CH:38]=2)=[S:44])=[O:55])=[CH:49][CH:50]=1. The yield is 0.100. (8) The reactants are [Cl:1][C:2]1[CH:7]=[C:6]([Cl:8])[CH:5]=[C:4]([Cl:9])[C:3]=1[N:10]=[C:11]=[O:12].[NH2:13][C:14]1[CH:15]=[C:16]([C:37]2[CH:42]=[CH:41][CH:40]=[CH:39][CH:38]=2)[CH:17]=[CH:18][C:19]=1[C:20]([NH:22][C@@H:23]([CH:31]1[CH2:36][CH2:35][CH2:34][CH2:33][CH2:32]1)[C:24]([O:26][C:27]([CH3:30])([CH3:29])[CH3:28])=[O:25])=[O:21]. The catalyst is N1C=CC=CC=1. The product is [CH:31]1([C@H:23]([NH:22][C:20]([C:19]2[CH:18]=[CH:17][C:16]([C:37]3[CH:42]=[CH:41][CH:40]=[CH:39][CH:38]=3)=[CH:15][C:14]=2[NH:13][C:11]([NH:10][C:3]2[C:2]([Cl:1])=[CH:7][C:6]([Cl:8])=[CH:5][C:4]=2[Cl:9])=[O:12])=[O:21])[C:24]([O:26][C:27]([CH3:29])([CH3:28])[CH3:30])=[O:25])[CH2:36][CH2:35][CH2:34][CH2:33][CH2:32]1. The yield is 0.760. (9) The reactants are C([O:3][C:4]([C@@:6]12[CH2:24][C@H:23]1[CH:22]=[CH:21][CH2:20][CH2:19][CH2:18][CH2:17][CH2:16][C@H:15]([NH:25][C:26]([O:28][C:29]([CH3:32])([CH3:31])[CH3:30])=[O:27])[C:14](=[O:33])[N:13]1[C@@H:9]([CH2:10][CH2:11][CH2:12]1)[C:8](=[O:34])[NH:7]2)=[O:5])C.CO.O[Li].O.Cl. The catalyst is C1COCC1.O. The product is [C:29]([O:28][C:26]([NH:25][C@@H:15]1[C:14](=[O:33])[N:13]2[C@@H:9]([CH2:10][CH2:11][CH2:12]2)[C:8](=[O:34])[NH:7][C@@:6]2([C:4]([OH:5])=[O:3])[C@@H:23]([CH2:24]2)[CH:22]=[CH:21][CH2:20][CH2:19][CH2:18][CH2:17][CH2:16]1)=[O:27])([CH3:32])([CH3:30])[CH3:31]. The yield is 0.990.